From a dataset of Catalyst prediction with 721,799 reactions and 888 catalyst types from USPTO. Predict which catalyst facilitates the given reaction. (1) Product: [F:34][C:33]([F:36])([F:35])[C:31]([OH:37])=[O:32].[C:18]1([S:15]([N:10]2[C:11]3[CH:12]=[CH:13][CH:14]=[C:6]4[CH2:5][NH:4][CH2:3][CH:2]([OH:1])[C:8]([C:7]=34)=[CH:9]2)(=[O:17])=[O:16])[CH:19]=[CH:20][CH:21]=[CH:22][CH:23]=1. Reactant: [O:1]=[C:2]1[C:8]2=[CH:9][N:10]([S:15]([C:18]3[CH:23]=[CH:22][CH:21]=[CH:20][CH:19]=3)(=[O:17])=[O:16])[C:11]3[CH:12]=[CH:13][CH:14]=[C:6]([C:7]=32)[CH2:5][N:4](C(OC(C)(C)C)=O)[CH2:3]1.[C:31]([OH:37])([C:33]([F:36])([F:35])[F:34])=[O:32].[BH4-].[Na+].C(O)(=O)C. The catalyst class is: 2. (2) The catalyst class is: 3. Reactant: [OH:1][C:2]1[CH:7]=[CH:6][C:5]([NH:8][C:9]([C:11]2[CH:16]=[CH:15][C:14]([C:17]3[CH:22]=[CH:21][CH:20]=[CH:19][CH:18]=3)=[CH:13][CH:12]=2)=[O:10])=[CH:4][C:3]=1[NH:23][C:24](=[O:32])[CH2:25][N:26]1[CH2:31][CH2:30][O:29][CH2:28][CH2:27]1.I[CH2:34][CH3:35].C([O-])([O-])=O.[Cs+].[Cs+].O. Product: [CH2:34]([O:1][C:2]1[CH:7]=[CH:6][C:5]([NH:8][C:9]([C:11]2[CH:16]=[CH:15][C:14]([C:17]3[CH:22]=[CH:21][CH:20]=[CH:19][CH:18]=3)=[CH:13][CH:12]=2)=[O:10])=[CH:4][C:3]=1[NH:23][C:24](=[O:32])[CH2:25][N:26]1[CH2:27][CH2:28][O:29][CH2:30][CH2:31]1)[CH3:35].